Dataset: Experimentally validated miRNA-target interactions with 360,000+ pairs, plus equal number of negative samples. Task: Binary Classification. Given a miRNA mature sequence and a target amino acid sequence, predict their likelihood of interaction. (1) The miRNA is mmu-miR-30c-5p with sequence UGUAAACAUCCUACACUCUCAGC. The protein sequence of the target gene is MSSSSPTGQIASAADIKQENGMESASEGQEAHREVAGGAAAGLSPPAPAPFPLEPGDAAAASRVSREEGAAAAGAADQVQLHSELLGRHQHAAAAQPPLAFSPDHVACVCEALQQGGNLDRLARFLWSLPQSDLLRGNESLLKARALVAFHQGIYPELYSILESHSFESANHPLLQQLWYKARYTEAERARGRPLGAVDKYRLRRKFPLPRTIWDGEETVYCFKEKSRNALKELYKQNRYPSPAEKRHLAKITGLSLTQVSNWFKNRRQRDRNPSETQSKSESDGNPSTEDESSKGHEDL.... Result: 1 (interaction). (2) The miRNA is hsa-miR-4267 with sequence UCCAGCUCGGUGGCAC. The protein sequence of the target gene is MRPLAGGLLKVVFVVFASLCAWYSGYLLAELIPDAPLSSAAYSIRSIGERPVLKAPVPKRQKCDHWTPCPSDTYAYRLLSGGGRSKYAKICFEDNLLMGEQLGNVARGINIAIVNYVTGNVTATRCFDMYEGDNSGPMTKFIQSAAPKSLLFMVTYDDGSTRLNNDAKNAIEALGSKEIRNMKFRSSWVFIAAKGLELPSEIQREKINHSDAKNNRYSGWPAEIQIEGCIPKERS. Result: 0 (no interaction). (3) The miRNA is hsa-miR-215-5p with sequence AUGACCUAUGAAUUGACAGAC. The protein sequence of the target gene is MRWRTILLQYCFLLITCLLTALEAVPIDIDKTKVQNIHPVESAKIEPPDTGLYYDEYLKQVIDVLETDKHFREKLQKADIEEIKSGRLSKELDLVSHHVRTKLDELKRQEVGRLRMLIKAKLDSLQDIGMDHQALLKQFDHLNHLNPDKFESTDLDMLIKAATSDLEHYDKTRHEEFKKYEMMKEHERREYLKTLNEEKRKEEESKFEEMKKKHENHPKVNHPGSKDQLKEVWEETDGLDPNDFDPKTFFKLHDVNSDGFLDEQELEALFTKELEKVYDPKNEEDDMVEMEEERLRMREH.... Result: 1 (interaction). (4) The miRNA is hsa-miR-5008-3p with sequence CCUGUGCUCCCAGGGCCUCGC. The protein sequence of the target gene is MATAMYLEHYLDSIENLPCELQRNFQLMRELDQRTEDKKAEIDILAAEYISTVKTLSPDQRVERLQKIQNAYSKCKEYSDDKVQLAMQTYEMVDKHIRRLDADLARFEADLKDKMEGSDFESSGGRGLKKGRGQKEKRGSRGRGRRTSEEDTPKKKKHKGGSEFTDTILSVHPSDVLDMPVDPNEPTYCLCHQVSYGEMIGCDNPDCPIEWFHFACVDLTTKPKGKWFCPRCVQEKRKKK. Result: 1 (interaction).